Dataset: Reaction yield outcomes from USPTO patents with 853,638 reactions. Task: Predict the reaction yield, written as a fraction of the theoretical maximum amount of product (1.0 means a 100% yield; for example, 0.34 means a 34% yield). (1) The reactants are C1(P(C2C=CC=CC=2)C2C=CC=CC=2)C=CC=CC=1.[Cl:20]C(Cl)(Cl)C(Cl)(Cl)Cl.[C:28]([O:32][C:33]([NH:35][C@H:36]([C:39]([O:41][CH3:42])=[O:40])[CH2:37]O)=[O:34])([CH3:31])([CH3:30])[CH3:29]. The catalyst is ClCCCl.ClCCCl.ClCCCl.C(Cl)Cl. The product is [C:28]([O:32][C:33]([NH:35][C@H:36]([C:39]([O:41][CH3:42])=[O:40])[CH2:37][Cl:20])=[O:34])([CH3:31])([CH3:30])[CH3:29]. The yield is 0.610. (2) The reactants are [F:1][C:2]([F:11])([F:10])[C:3]1[CH:9]=[CH:8][CH:7]=[CH:6][C:4]=1[NH2:5].[N:12]([O-])=O.[Na+].C([O-])(=O)C.[Na+].[C:21]([CH2:24][C:25](=[O:27])[CH3:26])(=[O:23])[CH3:22]. The catalyst is O.Cl.C(O)C. The product is [F:1][C:2]([F:10])([F:11])[C:3]1[CH:9]=[CH:8][CH:7]=[CH:6][C:4]=1[NH:5][N:12]=[C:24]([C:25](=[O:27])[CH3:26])[C:21](=[O:23])[CH3:22]. The yield is 0.330.